Dataset: Reaction yield outcomes from USPTO patents with 853,638 reactions. Task: Predict the reaction yield, written as a fraction of the theoretical maximum amount of product (1.0 means a 100% yield; for example, 0.34 means a 34% yield). (1) The product is [CH:12]([S:11][C:5]1[CH:10]=[CH:9][CH:8]=[CH:7][CH:6]=1)([CH3:14])[CH3:13]. The reactants are CC[O-].[Na+].[C:5]1([SH:11])[CH:10]=[CH:9][CH:8]=[CH:7][CH:6]=1.[CH:12](I)([CH3:14])[CH3:13].O. The yield is 0.870. The catalyst is C(O)C. (2) The reactants are [NH2:1][C:2](=O)[CH2:3][CH2:4][C:5]1[CH:10]=[CH:9][N:8]=[C:7]([NH:11][C:12](=[O:18])[O:13][C:14]([CH3:17])([CH3:16])[CH3:15])[CH:6]=1.COC1C=CC(P2(SP(C3C=CC(OC)=CC=3)(=S)S2)=[S:29])=CC=1. The catalyst is O1CCCC1. The product is [NH2:1][C:2](=[S:29])[CH2:3][CH2:4][C:5]1[CH:10]=[CH:9][N:8]=[C:7]([NH:11][C:12](=[O:18])[O:13][C:14]([CH3:17])([CH3:16])[CH3:15])[CH:6]=1. The yield is 0.760. (3) The reactants are [Cl:1][C:2]1[C:3]([O:12][C:13]2[CH:18]=[C:17]([O:19][CH2:20][CH2:21][O:22][CH3:23])[CH:16]=[CH:15][C:14]=2[CH2:24][OH:25])=[N:4][CH:5]=[C:6]([C:8]([F:11])([F:10])[F:9])[CH:7]=1.Cl[S:27]([N:30]=[C:31]=[O:32])(=[O:29])=[O:28].[N:33]1[CH:38]=[CH:37][CH:36]=[CH:35]C=1.Cl. The catalyst is C1(C)C=CC=CC=1.C(OCC)(=O)C. The product is [CH:37]1([CH2:38][NH:33][S:27]([NH:30][C:31](=[O:32])[O:25][CH2:24][C:14]2[CH:15]=[CH:16][C:17]([O:19][CH2:20][CH2:21][O:22][CH3:23])=[CH:18][C:13]=2[O:12][C:3]2[C:2]([Cl:1])=[CH:7][C:6]([C:8]([F:9])([F:11])[F:10])=[CH:5][N:4]=2)(=[O:29])=[O:28])[CH2:35][CH2:36]1. The yield is 0.630. (4) The reactants are C([O:8][C@@H:9]1[CH2:12][C@H:11]([N:13]2[C:17]3=[N:18][CH:19]=[CH:20][N:21]=[C:16]3[C:15]([CH3:23])([CH3:22])[C:14]2=[O:24])[CH2:10]1)C1C=CC=CC=1. The catalyst is CO.O[Pd]O. The product is [OH:8][C@@H:9]1[CH2:12][C@H:11]([N:13]2[C:17]3=[N:18][CH:19]=[CH:20][N:21]=[C:16]3[C:15]([CH3:22])([CH3:23])[C:14]2=[O:24])[CH2:10]1. The yield is 0.370. (5) The reactants are [C:1]([O:5][C:6]([N:8]1[CH2:12][CH:11]([C:13]#[N:14])[CH2:10][CH:9]1[C:15]1[NH:16][C:17]([C:20]2[CH:25]=[CH:24][C:23](B3OC(C)(C)C(C)(C)O3)=[CH:22][CH:21]=2)=[CH:18][N:19]=1)=[O:7])([CH3:4])([CH3:3])[CH3:2].[CH3:35][O:36][C:37](=[O:68])[NH:38][CH:39]([C:43]([N:45]1[CH:51]([C:52]2[NH:53][C:54]([C:57]3[CH:66]=[CH:65][C:64]4[C:59](=[CH:60][CH:61]=[C:62](Br)[CH:63]=4)[CH:58]=3)=[CH:55][N:56]=2)[CH2:50][C:47]2([CH2:49][CH2:48]2)[CH2:46]1)=[O:44])[CH:40]([CH3:42])[CH3:41].C([O-])([O-])=O.[K+].[K+]. The catalyst is C1C=CC([P]([Pd]([P](C2C=CC=CC=2)(C2C=CC=CC=2)C2C=CC=CC=2)([P](C2C=CC=CC=2)(C2C=CC=CC=2)C2C=CC=CC=2)[P](C2C=CC=CC=2)(C2C=CC=CC=2)C2C=CC=CC=2)(C2C=CC=CC=2)C2C=CC=CC=2)=CC=1. The product is [C:1]([O:5][C:6]([N:8]1[CH2:12][CH:11]([C:13]#[N:14])[CH2:10][CH:9]1[C:15]1[NH:16][C:17]([C:20]2[CH:25]=[CH:24][C:23]([C:62]3[CH:61]=[CH:60][C:59]4[C:64](=[CH:65][CH:66]=[C:57]([C:54]5[NH:53][C:52]([CH:51]6[CH2:50][C:47]7([CH2:48][CH2:49]7)[CH2:46][N:45]6[C:43](=[O:44])[CH:39]([NH:38][C:37]([O:36][CH3:35])=[O:68])[CH:40]([CH3:42])[CH3:41])=[N:56][CH:55]=5)[CH:58]=4)[CH:63]=3)=[CH:22][CH:21]=2)=[CH:18][N:19]=1)=[O:7])([CH3:3])([CH3:4])[CH3:2]. The yield is 0.680.